This data is from Catalyst prediction with 721,799 reactions and 888 catalyst types from USPTO. The task is: Predict which catalyst facilitates the given reaction. (1) Reactant: [NH:1]1[CH2:5][CH2:4][CH2:3][C:2]1=[O:6].[H-].[Na+].CS(O[CH:14]1[CH2:23][CH2:22][C:17]2([O:21][CH2:20][CH2:19][O:18]2)[CH2:16][CH2:15]1)(=O)=O. Product: [O:18]1[C:17]2([CH2:22][CH2:23][CH:14]([N:1]3[CH2:5][CH2:4][CH2:3][C:2]3=[O:6])[CH2:15][CH2:16]2)[O:21][CH2:20][CH2:19]1. The catalyst class is: 3. (2) The catalyst class is: 92. Product: [N:15]1[CH:16]=[CH:17][N:18]=[CH:19][C:14]=1[N:12]1[C:11]2[C@H:10]3[CH2:20][C@H:9]3[CH2:8][C:7]=2[C:6]([C:4]([OH:5])=[O:3])=[N:13]1. Reactant: C([O:3][C:4]([C:6]1[C:7]2[CH2:8][C@@H:9]3[CH2:20][C@@H:10]3[C:11]=2[N:12]([C:14]2[CH:19]=[N:18][CH:17]=[CH:16][N:15]=2)[N:13]=1)=[O:5])C.[OH-].[Na+]. (3) Reactant: Br[C:2]1[CH:7]=[CH:6][C:5]([C:8]([C:10]2[CH:11]=[N:12][N:13]([CH3:27])[C:14]=2[O:15]CC2C=CC3C(=CC=CC=3)C=2)=[O:9])=[C:4]([Cl:28])[C:3]=1[N:29]=[C:30]1[CH2:35][CH2:34][CH2:33][CH2:32][S:31]1=[O:36].O1CCOC[CH2:38]1.C(=O)([O-])[O-].[K+].[K+].CB1OB(C)OB(C)O1. Product: [Cl:28][C:4]1[C:3]([N:29]=[C:30]2[CH2:35][CH2:34][CH2:33][CH2:32][S:31]2=[O:36])=[C:2]([CH3:38])[CH:7]=[CH:6][C:5]=1[C:8]([C:10]1[CH:11]=[N:12][N:13]([CH3:27])[C:14]=1[OH:15])=[O:9]. The catalyst class is: 69. (4) Product: [CH3:27][O:26][C:19]1[CH:20]=[C:21]([O:24][CH3:25])[CH:22]=[CH:23][C:18]=1[CH2:17][NH:16][C:9]1[CH:10]=[CH:11][C:12]2[NH:13][C:4](=[O:3])[CH2:5][O:6][C:7]=2[N:8]=1. The catalyst class is: 256. Reactant: C([O:3][C:4](=O)[CH2:5][O:6][C:7]1[C:12]([N+:13]([O-])=O)=[CH:11][CH:10]=[C:9]([NH:16][CH2:17][C:18]2[CH:23]=[CH:22][C:21]([O:24][CH3:25])=[CH:20][C:19]=2[O:26][CH3:27])[N:8]=1)C.C(O)(=O)C. (5) Reactant: [C:1]([C@H:5]1[CH2:10][CH2:9][C@H:8]([O:11][C:12]2[CH:13]=[C:14]3[C:19](=[CH:20][CH:21]=2)[CH:18]=[C:17]([CH2:22][N:23]2[CH2:28][CH2:27][C:26]([CH3:34])([C:29]([O:31]CC)=[O:30])[CH2:25][CH2:24]2)[CH:16]=[CH:15]3)[CH2:7][CH2:6]1)([CH3:4])([CH3:3])[CH3:2].[OH-].[Na+].O.Cl. Product: [C:1]([C@H:5]1[CH2:6][CH2:7][C@H:8]([O:11][C:12]2[CH:13]=[C:14]3[C:19](=[CH:20][CH:21]=2)[CH:18]=[C:17]([CH2:22][N:23]2[CH2:24][CH2:25][C:26]([CH3:34])([C:29]([OH:31])=[O:30])[CH2:27][CH2:28]2)[CH:16]=[CH:15]3)[CH2:9][CH2:10]1)([CH3:4])([CH3:2])[CH3:3]. The catalyst class is: 5.